Dataset: Full USPTO retrosynthesis dataset with 1.9M reactions from patents (1976-2016). Task: Predict the reactants needed to synthesize the given product. (1) The reactants are: CC(C(OC)=O)=C.COCC(O)C.CC(=O)CC(C)(O)C.CCCCCCCCOC(CCC1C=C([N:41]2[N:49]=[C:48]3[C:43]([CH:44]=[CH:45][CH:46]=[CH:47]3)=[N:42]2)C(O)=C(C(C)(C)C)C=1)=O.CCC(C1C=C(N2N=C3C(C=CC=C3)=N2)C(O)=C(C(CC)(C)C)C=1)(C)C.CC(CC(C1C=CC(O)=C(N2N=C3C(C=CC=C3)=N2)C=1)(C)C)(C)C. Given the product [NH:42]1[C:43]2[CH:44]=[CH:45][CH:46]=[CH:47][C:48]=2[N:49]=[N:41]1, predict the reactants needed to synthesize it. (2) Given the product [Cl:16][C:17]1[N:22]=[CH:21][N:20]=[C:19]([NH:1][C:2]2[CH:3]=[CH:4][C:5]([N:8]3[CH2:13][CH2:12][O:11][CH2:10][C@@H:9]3[CH2:14][OH:15])=[CH:6][CH:7]=2)[N:18]=1, predict the reactants needed to synthesize it. The reactants are: [NH2:1][C:2]1[CH:7]=[CH:6][C:5]([N:8]2[CH2:13][CH2:12][O:11][CH2:10][C@@H:9]2[CH2:14][OH:15])=[CH:4][CH:3]=1.[Cl:16][C:17]1[N:22]=[C:21](Cl)[N:20]=[CH:19][N:18]=1.C(N(CC)C(C)C)(C)C. (3) Given the product [CH3:10][C:6]1[N:5]=[C:4]([CH:3]=[N:14][OH:15])[CH:9]=[CH:8][N:7]=1, predict the reactants needed to synthesize it. The reactants are: CO[CH:3](OC)[C:4]1[CH:9]=[CH:8][N:7]=[C:6]([CH3:10])[N:5]=1.Cl.[NH2:14][OH:15].Cl.C(=O)([O-])[O-].[Na+].[Na+]. (4) Given the product [NH2:1][C:2]1[C:11]2[N:12]=[C:13]([CH2:24][O:25][CH2:26][CH3:27])[N:14]([CH2:15][C:16]([NH:19][S:20]([CH3:23])(=[O:22])=[O:21])([CH3:18])[CH3:17])[C:10]=2[C:9]2[CH:8]=[C:7]([OH:28])[CH:6]=[CH:5][C:4]=2[N:3]=1, predict the reactants needed to synthesize it. The reactants are: [NH2:1][C:2]1[C:11]2[N:12]=[C:13]([CH2:24][O:25][CH2:26][CH3:27])[N:14]([CH2:15][C:16]([NH:19][S:20]([CH3:23])(=[O:22])=[O:21])([CH3:18])[CH3:17])[C:10]=2[C:9]2[CH:8]=[C:7]([O:28]CC3C=CC=CC=3)[CH:6]=[CH:5][C:4]=2[N:3]=1.[H][H].ClCCl.[OH-].[NH4+]. (5) Given the product [CH3:20][CH:19]([O:18][C:16]([N:13]1[CH2:14][CH2:15][CH:10]([CH2:9][O:8][C:5]2[CH:6]=[N:7][C:2]([C:30]3[CH:31]=[CH:32][C:27]([C:25]([O:24][CH2:22][CH3:23])=[O:26])=[CH:28][CH:29]=3)=[CH:3][CH:4]=2)[CH2:11][CH2:12]1)=[O:17])[CH3:21], predict the reactants needed to synthesize it. The reactants are: Br[C:2]1[N:7]=[CH:6][C:5]([O:8][CH2:9][CH:10]2[CH2:15][CH2:14][N:13]([C:16]([O:18][CH:19]([CH3:21])[CH3:20])=[O:17])[CH2:12][CH2:11]2)=[CH:4][CH:3]=1.[CH2:22]([O:24][C:25]([C:27]1[CH:32]=[CH:31][C:30](B(O)O)=[CH:29][CH:28]=1)=[O:26])[CH3:23].C([O-])([O-])=O.[Na+].[Na+]. (6) The reactants are: C[O:2][C:3](=[O:32])[C:4]1[CH:9]=[CH:8][C:7]([NH:10][C:11]2[C:20]3[C:15](=[CH:16][CH:17]=[CH:18][CH:19]=3)[C:14]3=[N:21][N:22]=[C:23]([C:24]4[CH:29]=[CH:28][C:27]([O:30][CH3:31])=[CH:26][CH:25]=4)[N:13]3[N:12]=2)=[CH:6][CH:5]=1.[OH-].[K+].O. Given the product [CH3:31][O:30][C:27]1[CH:26]=[CH:25][C:24]([C:23]2[N:13]3[N:12]=[C:11]([NH:10][C:7]4[CH:6]=[CH:5][C:4]([C:3]([OH:32])=[O:2])=[CH:9][CH:8]=4)[C:20]4[C:15]([C:14]3=[N:21][N:22]=2)=[CH:16][CH:17]=[CH:18][CH:19]=4)=[CH:29][CH:28]=1, predict the reactants needed to synthesize it. (7) Given the product [F:10][C:8]1[CH:7]=[C:6]([CH3:11])[C:5]([I:12])=[C:4]([CH2:3][OH:2])[CH:9]=1, predict the reactants needed to synthesize it. The reactants are: C[O:2][C:3](=O)[C:4]1[CH:9]=[C:8]([F:10])[CH:7]=[C:6]([CH3:11])[C:5]=1[I:12].[H-].C([Al+]CC(C)C)C(C)C.CO.O.O.O.O.C(C(C(C([O-])=O)O)O)([O-])=O.[Na+].[K+].